This data is from Full USPTO retrosynthesis dataset with 1.9M reactions from patents (1976-2016). The task is: Predict the reactants needed to synthesize the given product. (1) Given the product [Cl:1][C:2]1[CH:3]=[CH:4][C:5]([NH:8][C:9]([CH:11]2[CH2:12][N:13]([C:18]([O:20][C:21]([CH3:22])([CH3:24])[CH3:23])=[O:19])[CH2:14][C:25]([O:28][CH3:29])([O:30][CH3:31])[CH2:16]2)=[O:10])=[CH:6][CH:7]=1, predict the reactants needed to synthesize it. The reactants are: [Cl:1][C:2]1[CH:7]=[CH:6][C:5]([NH:8][C:9]([CH:11]2[CH2:16]C(=O)[CH2:14][N:13]([C:18]([O:20][C:21]([CH3:24])([CH3:23])[CH3:22])=[O:19])[CH2:12]2)=[O:10])=[CH:4][CH:3]=1.[CH:25]([O:30][CH3:31])([O:28][CH3:29])OC.C1(C)C=CC(S(O)(=O)=O)=CC=1.ClCCl. (2) Given the product [CH3:15][C:3]1[CH:4]=[C:5]([N+:12]([O-:14])=[O:13])[C:6]([O:8][CH2:9][CH2:11][CH3:29])=[CH:7][C:2]=1[CH:16]=[CH2:17], predict the reactants needed to synthesize it. The reactants are: Cl[C:2]1[CH:7]=[C:6]([O:8][CH:9]([CH3:11])C)[C:5]([N+:12]([O-:14])=[O:13])=[CH:4][C:3]=1[CH3:15].[CH2:16](OB(C=C)OCCCC)[CH2:17]CC.[C:29](=O)([O-])[O-].[Na+].[Na+]. (3) Given the product [CH2:10]([O:12][C:13]([C:14]1[O:30][C:31]([CH2:32][O:33][C:34]2[CH:39]=[CH:38][CH:37]=[CH:36][CH:35]=2)=[N:45][C:15]=1[CH2:16][CH2:17][NH:18][C:19]([O:21][CH2:22][C:23]1[CH:28]=[CH:27][CH:26]=[CH:25][CH:24]=1)=[O:20])=[O:41])[CH3:11], predict the reactants needed to synthesize it. The reactants are: B(F)(F)F.CCOCC.[CH2:10]([O:12][C:13](=[O:41])[CH:14]([O:30][C:31](=O)[CH2:32][O:33][C:34]1[CH:39]=[CH:38][CH:37]=[CH:36][CH:35]=1)[C:15](=O)[CH2:16][CH2:17][NH:18][C:19]([O:21][CH2:22][C:23]1[CH:28]=[CH:27][CH:26]=[CH:25][CH:24]=1)=[O:20])[CH3:11].C([NH2:45])(=O)C.